Dataset: Peptide-MHC class II binding affinity with 134,281 pairs from IEDB. Task: Regression. Given a peptide amino acid sequence and an MHC pseudo amino acid sequence, predict their binding affinity value. This is MHC class II binding data. (1) The peptide sequence is YEVRAELPGVDPDKDVDIMV. The MHC is DRB1_1501 with pseudo-sequence DRB1_1501. The binding affinity (normalized) is 0.0997. (2) The peptide sequence is HRLMSAAVKDERAVH. The MHC is DRB1_0701 with pseudo-sequence DRB1_0701. The binding affinity (normalized) is 0.123. (3) The peptide sequence is DEELLKAVRIIKILYQSNP. The MHC is HLA-DQA10401-DQB10402 with pseudo-sequence HLA-DQA10401-DQB10402. The binding affinity (normalized) is 0.255. (4) The peptide sequence is TGLWPFIRINNLKVK. The MHC is DRB1_0802 with pseudo-sequence DRB1_0802. The binding affinity (normalized) is 0.282. (5) The peptide sequence is RVWITNNPHMQDKTM. The MHC is HLA-DQA10501-DQB10303 with pseudo-sequence HLA-DQA10501-DQB10303. The binding affinity (normalized) is 0.207. (6) The MHC is DRB4_0101 with pseudo-sequence DRB4_0103. The peptide sequence is FTSLEYIEAAKWLLP. The binding affinity (normalized) is 0.291. (7) The binding affinity (normalized) is 0.691. The peptide sequence is AFKVAATAPNAAPAN. The MHC is DRB1_0802 with pseudo-sequence DRB1_0802. (8) The peptide sequence is GKANRGKMDVSGVQA. The MHC is HLA-DPA10201-DPB10101 with pseudo-sequence HLA-DPA10201-DPB10101. The binding affinity (normalized) is 0. (9) The MHC is DRB1_0802 with pseudo-sequence DRB1_0802. The peptide sequence is IAYQEDEFFECFKYL. The binding affinity (normalized) is 0.299.